This data is from Catalyst prediction with 721,799 reactions and 888 catalyst types from USPTO. The task is: Predict which catalyst facilitates the given reaction. (1) Reactant: [Cl:1][C:2]1[CH:35]=[CH:34][CH:33]=[C:32]([F:36])[C:3]=1[CH2:4][N:5]1[C:13]2[C:12](=[O:14])[N:11]([CH2:15][CH3:16])[C:10](=[O:17])[N:9]([CH2:18][C:19]([O:21]C(C)(C)C)=[O:20])[C:8]=2[N:7]=[C:6]1[N:26]1[CH2:31][CH2:30][CH2:29][CH2:28][CH2:27]1.C(O)(C(F)(F)F)=O. Product: [Cl:1][C:2]1[CH:35]=[CH:34][CH:33]=[C:32]([F:36])[C:3]=1[CH2:4][N:5]1[C:13]2[C:12](=[O:14])[N:11]([CH2:15][CH3:16])[C:10](=[O:17])[N:9]([CH2:18][C:19]([OH:21])=[O:20])[C:8]=2[N:7]=[C:6]1[N:26]1[CH2:27][CH2:28][CH2:29][CH2:30][CH2:31]1. The catalyst class is: 2. (2) Reactant: Cl[C:2]1[CH:9]=[C:8]([O:10][CH2:11][CH3:12])[C:5]([C:6]#[N:7])=[CH:4][N:3]=1.[Br:13][C:14]1[CH:21]=[CH:20][C:19]([OH:22])=[CH:18][C:15]=1[CH:16]=[O:17].C([O-])([O-])=O.[K+].[K+]. Product: [Br:13][C:14]1[CH:21]=[CH:20][C:19]([O:22][C:2]2[CH:9]=[C:8]([O:10][CH2:11][CH3:12])[C:5]([C:6]#[N:7])=[CH:4][N:3]=2)=[CH:18][C:15]=1[CH:16]=[O:17]. The catalyst class is: 35. (3) Reactant: [Cl:1][C:2]1[CH:7]=[CH:6][N:5]=[C:4]2[NH:8][N:9]=[CH:10][C:3]=12.[Br:11]N1C(=O)CCC1=O. Product: [Br:11][C:10]1[C:3]2[C:4](=[N:5][CH:6]=[CH:7][C:2]=2[Cl:1])[NH:8][N:9]=1. The catalyst class is: 15. (4) Reactant: [F:1][C:2]1[CH:7]=[CH:6][C:5]([CH2:8][C:9]2[CH:18]=[C:17]3[C:12]([C:13]([OH:44])=[C:14]([C:37]([NH:39][CH2:40][CH2:41][O:42][CH3:43])=[O:38])[C:15](=[O:36])[N:16]3[CH2:19][CH:20]3[CH2:25][CH2:24][N:23](C(OCC4C=CC=CC=4)=O)[CH2:22][CH2:21]3)=[N:11][CH:10]=2)=[CH:4][CH:3]=1. Product: [F:1][C:2]1[CH:7]=[CH:6][C:5]([CH2:8][C:9]2[CH:18]=[C:17]3[C:12]([C:13]([OH:44])=[C:14]([C:37]([NH:39][CH2:40][CH2:41][O:42][CH3:43])=[O:38])[C:15](=[O:36])[N:16]3[CH2:19][CH:20]3[CH2:25][CH2:24][NH:23][CH2:22][CH2:21]3)=[N:11][CH:10]=2)=[CH:4][CH:3]=1. The catalyst class is: 19. (5) Reactant: Br[C:2]1[CH:7]=[CH:6][C:5]([CH:8]2[CH2:13][C:12]([CH3:27])([S:14]([C:17]3[CH:22]=[CH:21][CH:20]=[C:19]([C:23]([F:26])([F:25])[F:24])[CH:18]=3)(=[O:16])=[O:15])[CH2:11][CH2:10][O:9]2)=[CH:4][N:3]=1.C([O-])([O-])=O.[Cs+].[Cs+].[NH:34]1[CH:38]=[N:37][CH:36]=[N:35]1. Product: [CH3:27][C:12]1([S:14]([C:17]2[CH:22]=[CH:21][CH:20]=[C:19]([C:23]([F:26])([F:25])[F:24])[CH:18]=2)(=[O:16])=[O:15])[CH2:11][CH2:10][O:9][CH:8]([C:5]2[CH:6]=[CH:7][C:2]([N:34]3[CH:38]=[N:37][CH:36]=[N:35]3)=[N:3][CH:4]=2)[CH2:13]1. The catalyst class is: 156. (6) Reactant: [NH2:1][CH:2]1[CH2:7][CH2:6][N:5]([CH2:8][C:9]2[CH:14]=[CH:13][CH:12]=[CH:11][CH:10]=2)[CH2:4][CH2:3]1.C(N(CC)CC)C.[CH3:22][C:23]1([CH3:29])[CH2:25][CH:24]1[C:26](Cl)=[O:27]. Product: [CH3:22][C:23]1([CH3:29])[CH2:25][CH:24]1[C:26]([NH:1][CH:2]1[CH2:7][CH2:6][N:5]([CH2:8][C:9]2[CH:14]=[CH:13][CH:12]=[CH:11][CH:10]=2)[CH2:4][CH2:3]1)=[O:27]. The catalyst class is: 4. (7) Reactant: C([O:5][C:6](=O)[C:7]1[CH:12]=[CH:11][C:10]([OH:13])=[C:9]([C:14]([CH3:17])([CH3:16])[CH3:15])[CH:8]=1)(C)(C)C.C1CCC([N:25]=C=NC2CCCCC2)CC1.C1C=CC2N(O)N=NC=2C=1.[OH-].[NH4+]. Product: [C:14]([C:9]1[CH:8]=[C:7]([CH:12]=[CH:11][C:10]=1[OH:13])[C:6]([NH2:25])=[O:5])([CH3:17])([CH3:16])[CH3:15]. The catalyst class is: 3. (8) Reactant: [Cl:1][C:2]1[CH:16]=[CH:15][C:5]([C:6]([CH3:14])([CH3:13])[C@@H:7]([C:10]([OH:12])=O)[NH:8][CH3:9])=[CH:4][CH:3]=1.Cl.[CH3:18]/[C:19](=[CH:25]\[C@@H:26]([N:30]([CH3:39])[C:31](=[O:38])[C@H:32]([C:34]([CH3:37])([CH3:36])[CH3:35])[NH2:33])[CH:27]([CH3:29])[CH3:28])/[C:20]([O:22][CH2:23][CH3:24])=[O:21].F[P-](F)(F)(F)(F)F.N1(O[P+](N2CCCC2)(N2CCCC2)N2CCCC2)C2C=CC=CC=2N=N1.C(N(C(C)C)CC)(C)C. Product: [Cl:1][C:2]1[CH:3]=[CH:4][C:5]([C:6]([CH3:14])([CH3:13])[C@@H:7]([C:10]([NH:33][C@H:32]([C:31]([N:30]([C@@H:26]([CH:27]([CH3:28])[CH3:29])/[CH:25]=[C:19](\[CH3:18])/[C:20]([O:22][CH2:23][CH3:24])=[O:21])[CH3:39])=[O:38])[C:34]([CH3:36])([CH3:37])[CH3:35])=[O:12])[NH:8][CH3:9])=[CH:15][CH:16]=1. The catalyst class is: 2.